Dataset: Reaction yield outcomes from USPTO patents with 853,638 reactions. Task: Predict the reaction yield, written as a fraction of the theoretical maximum amount of product (1.0 means a 100% yield; for example, 0.34 means a 34% yield). (1) The reactants are [NH2:1][C:2]1[N:7]=[C:6]([NH:8][C:9]([C:11]2[C:12]([CH3:24])=[N:13][N:14](COCC[Si](C)(C)C)[CH:15]=2)=[O:10])[CH:5]=[CH:4][C:3]=1[C:25]1[CH:30]=[CH:29][CH:28]=[CH:27][C:26]=1[O:31][C:32]([F:35])([F:34])[F:33].NC1N=C(NC(C2C(C)N(COCC[Si](C)(C)C)NC=2)=O)C=CC=1C1C=CC=CC=1OC(F)(F)F.Cl. The catalyst is CO.O.O1CCOCC1. The product is [NH2:1][C:2]1[N:7]=[C:6]([NH:8][C:9]([C:11]2[C:12]([CH3:24])=[N:13][NH:14][CH:15]=2)=[O:10])[CH:5]=[CH:4][C:3]=1[C:25]1[CH:30]=[CH:29][CH:28]=[CH:27][C:26]=1[O:31][C:32]([F:33])([F:35])[F:34]. The yield is 0.320. (2) The product is [Br:1][C:2]1[C:3]([NH:10][C:11]2[CH:12]=[C:13]([CH2:17][CH2:18][C:19]3[CH:20]=[C:21]([NH:25][C:26](=[O:32])[O:27][C:28]([CH3:30])([CH3:29])[CH3:31])[CH:22]=[CH:23][CH:24]=3)[CH:14]=[CH:15][CH:16]=2)=[N:4][C:5]([Cl:8])=[N:6][CH:7]=1. The yield is 0.700. The reactants are [Br:1][C:2]1[C:3](Cl)=[N:4][C:5]([Cl:8])=[N:6][CH:7]=1.[NH2:10][C:11]1[CH:12]=[C:13]([CH2:17][CH2:18][C:19]2[CH:20]=[C:21]([NH:25][C:26](=[O:32])[O:27][C:28]([CH3:31])([CH3:30])[CH3:29])[CH:22]=[CH:23][CH:24]=2)[CH:14]=[CH:15][CH:16]=1. No catalyst specified.